From a dataset of Forward reaction prediction with 1.9M reactions from USPTO patents (1976-2016). Predict the product of the given reaction. (1) Given the reactants [C:1]([C:3]1[CH:8]=[CH:7][C:6]([C:9]2[C:13]([C:14]([O:16]C)=[O:15])=[C:12]([CH3:18])[O:11][N:10]=2)=[CH:5][CH:4]=1)#[N:2].C(O)C.[OH-].[Na+].O, predict the reaction product. The product is: [C:1]([C:3]1[CH:4]=[CH:5][C:6]([C:9]2[C:13]([C:14]([OH:16])=[O:15])=[C:12]([CH3:18])[O:11][N:10]=2)=[CH:7][CH:8]=1)#[N:2]. (2) Given the reactants CS(C)=O.C(Cl)(=O)C(Cl)=O.[CH2:11]([O:18][C:19]1[CH:26]2[CH:22]([CH2:23][CH:24]([CH2:27][OH:28])[CH2:25]2)[C:21](=[O:29])[C:20]=1[C:30]1[C:35]([CH2:36][CH3:37])=[CH:34][C:33]([CH3:38])=[CH:32][C:31]=1[CH2:39][CH3:40])[C:12]1[CH:17]=[CH:16][CH:15]=[CH:14][CH:13]=1.C(N(CC)CC)C.[Cl-].[NH4+], predict the reaction product. The product is: [CH2:11]([O:18][C:19]1[CH:26]2[CH:22]([CH2:23][CH:24]([CH:27]=[O:28])[CH2:25]2)[C:21](=[O:29])[C:20]=1[C:30]1[C:35]([CH2:36][CH3:37])=[CH:34][C:33]([CH3:38])=[CH:32][C:31]=1[CH2:39][CH3:40])[C:12]1[CH:13]=[CH:14][CH:15]=[CH:16][CH:17]=1. (3) Given the reactants [CH3:1][C:2]([CH3:24])([CH3:23])[CH2:3][N:4]1[C:12]2[C:7](=[N:8][C:9]([C:13]3[CH2:14][CH:15]4[CH2:19][NH:18][CH2:17][CH:16]4[CH:20]=3)=[CH:10][CH:11]=2)[N:6]([CH3:21])[C:5]1=[O:22].CCN(C(C)C)C(C)C.[CH3:34][S:35](Cl)(=[O:37])=[O:36], predict the reaction product. The product is: [CH3:1][C:2]([CH3:24])([CH3:23])[CH2:3][N:4]1[C:12]2[C:7](=[N:8][C:9]([C:13]3[CH2:14][CH:15]4[CH2:19][N:18]([S:35]([CH3:34])(=[O:37])=[O:36])[CH2:17][CH:16]4[CH:20]=3)=[CH:10][CH:11]=2)[N:6]([CH3:21])[C:5]1=[O:22]. (4) Given the reactants [Cl:1][C:2]1[CH:7]=[CH:6][C:5]([C:8]2[N:9]=[C:10]([C:24]([NH:26][CH2:27][C:28]3[CH:33]=[CH:32][C:31]([F:34])=[CH:30][CH:29]=3)=[O:25])[C:11]([C:21]([OH:23])=O)=[N:12][C:13]=2[C:14]2[CH:19]=[CH:18][C:17]([Cl:20])=[CH:16][CH:15]=2)=[CH:4][CH:3]=1.CN(C=O)C.C(Cl)(=O)C(Cl)=O, predict the reaction product. The product is: [Cl:1][C:2]1[CH:3]=[CH:4][C:5]([C:8]2[N:9]=[C:10]3[C:24](=[O:25])[N:26]([CH2:27][C:28]4[CH:33]=[CH:32][C:31]([F:34])=[CH:30][CH:29]=4)[C:21](=[O:23])[C:11]3=[N:12][C:13]=2[C:14]2[CH:19]=[CH:18][C:17]([Cl:20])=[CH:16][CH:15]=2)=[CH:6][CH:7]=1. (5) Given the reactants [Al+3].[Cl-].[Cl-].[Cl-].[C:5]1([CH3:12])[CH:10]=[CH:9][CH:8]=[C:7]([CH3:11])[CH:6]=1.Br[C:14]([CH3:19])([CH3:18])[C:15](Br)=[O:16], predict the reaction product. The product is: [CH3:18][CH:14]1[CH2:19][C:8]2[C:9](=[CH:10][C:5]([CH3:12])=[CH:6][C:7]=2[CH3:11])[C:15]1=[O:16]. (6) Given the reactants [CH2:1]([CH:8]1[CH2:13][CH2:12][NH:11][CH2:10][CH2:9]1)[C:2]1[CH:7]=[CH:6][CH:5]=[CH:4][CH:3]=1.[CH2:14]1[CH2:24][CH2:23][N:22]2C(=N[CH2:19][CH2:20][CH2:21]2)C[CH2:15]1.C(C=C)=O.[NH2:29][C:30]1C=NC=CC=1.C(O[BH-](OC(=O)C)OC(=O)C)(=O)C.[Na+], predict the reaction product. The product is: [CH2:1]([CH:8]1[CH2:13][CH2:12][N:11]([CH2:19][CH2:20][CH2:21][NH:22][C:23]2[CH:30]=[N:29][CH:15]=[CH:14][CH:24]=2)[CH2:10][CH2:9]1)[C:2]1[CH:7]=[CH:6][CH:5]=[CH:4][CH:3]=1.